The task is: Predict the reaction yield, written as a fraction of the theoretical maximum amount of product (1.0 means a 100% yield; for example, 0.34 means a 34% yield).. This data is from Reaction yield outcomes from USPTO patents with 853,638 reactions. The reactants are C(OC(=O)C)(=O)C.[CH:8]([OH:10])=O.[NH2:11][C:12]1[CH:17]=[CH:16][C:15]([C:18]#[C:19][C:20]2[N:21]([CH2:33][CH3:34])[C:22]3[C:27]([C:28]=2[C:29]#[N:30])=[CH:26][CH:25]=[C:24]([O:31][CH3:32])[CH:23]=3)=[CH:14][CH:13]=1.C(OC=O)(=O)C. The catalyst is C1COCC1. The product is [C:29]([C:28]1[C:27]2[C:22](=[CH:23][C:24]([O:31][CH3:32])=[CH:25][CH:26]=2)[N:21]([CH2:33][CH3:34])[C:20]=1[C:19]#[C:18][C:15]1[CH:16]=[CH:17][C:12]([NH:11][CH:8]=[O:10])=[CH:13][CH:14]=1)#[N:30]. The yield is 0.960.